Predict the reaction yield, written as a fraction of the theoretical maximum amount of product (1.0 means a 100% yield; for example, 0.34 means a 34% yield). From a dataset of Reaction yield outcomes from USPTO patents with 853,638 reactions. The reactants are [CH2:1]([N:3]([CH2:6][CH3:7])[CH2:4][CH3:5])C.IC.[CH2:10]([C:12]1[CH:13]=[C:14]2C(=C[CH:21]=1)NCC[C:15]2=[O:22])[CH3:11].C(OCC)(=O)C. The catalyst is C1COCC1.CCCCCCC. The product is [CH2:10]([C:12]1[CH:13]=[C:14]2[C:6](=[CH:7][CH:21]=1)[N:3]([CH3:1])[CH2:4][CH2:5][C:15]2=[O:22])[CH3:11]. The yield is 0.300.